From a dataset of Peptide-MHC class I binding affinity with 185,985 pairs from IEDB/IMGT. Regression. Given a peptide amino acid sequence and an MHC pseudo amino acid sequence, predict their binding affinity value. This is MHC class I binding data. (1) The MHC is HLA-A11:01 with pseudo-sequence HLA-A11:01. The binding affinity (normalized) is 0.723. The peptide sequence is LVVDFSQFSR. (2) The peptide sequence is RVYAELAAL. The MHC is HLA-B15:09 with pseudo-sequence HLA-B15:09. The binding affinity (normalized) is 0.0847. (3) The peptide sequence is PLRPMTYR. The MHC is HLA-A30:02 with pseudo-sequence HLA-A30:02. The binding affinity (normalized) is 0.0447. (4) The peptide sequence is IANQATVLM. The MHC is HLA-B35:01 with pseudo-sequence HLA-B35:01. The binding affinity (normalized) is 0.746. (5) The peptide sequence is ETVWPFFYA. The MHC is HLA-B39:01 with pseudo-sequence HLA-B39:01. The binding affinity (normalized) is 0.213.